This data is from Drug-target binding data from BindingDB using Ki measurements. The task is: Regression. Given a target protein amino acid sequence and a drug SMILES string, predict the binding affinity score between them. We predict pKi (pKi = -log10(Ki in M); higher means stronger inhibition). Dataset: bindingdb_ki. (1) The target protein (P18901) has sequence MAPNTSTMDEAGLPAERDFSFRILTACFLSLLILSTLLGNTLVCAAVIRFRHLRSKVTNFFVISLAVSDLLVAVLVMPWKAVAEIAGFWPLGPFCNIWVAFDIMCSTASILNLCVISVDRYWAISSPFQYERKMTPKAAFILISVAWTLSVLISFIPVQLSWHKAKPTWPLDGNFTSLEDTEDDNCDTRLSRTYAISSSLISFYIPVAIMIVTYTSIYRIAQKQIRRISALERAAVHAKNCQTTAGNGNPVECAQSESSFKMSFKRETKVLKTLSVIMGVFVCCWLPFFISNCMVPFCGSEETQPFCIDSITFDVFVWFGWANSSLNPIIYAFNADFQKAFSTLLGCYRLCPTTNNAIETVSINNNGAVVFSSHHEPRGSISKDCNLVYLIPHAVGSSEDLKKEEAGGIAKPLEKLSPALSVILDYDTDVSLEKIQPVTHSGQHST. The compound is Cc1ccc2c(c1O)-c1cccc3c1[C@@H](C2)N(Cc1ccccc1)CC3. The pKi is 5.3. (2) The compound is O=C1O[C@H]([C@H](O)CCc2ccccc2)[C@@H](c2ccccc2O)N1c1ccc(F)cc1. The target protein (Q6T3U3) has sequence MAAAWLGWLLWALLLSAAQGELYTPKHEAGVCTFYEECGKNPELSGGLTSLSNVSCLSNTPARHVTGEHLALLQRICPRLYNGPNTTFACCSTKQLLSLESSMSITKALLTRCPACSDNFVSLHCHNTCSPDQSLFINVTRVVERGAGEPPAVVAYEAFYQRSFAEKAYESCSQVRIPAAASLAVGSMCGVYGSALCNAQRWLNFQGDTGNGLAPLDITFHLLEPGQALPDGIQPLNGKIAPCNESQGDDSAVCSCQDCAASCPVIPPPEALRPSFYMGRMPGWLALIIIFTAVFVLLSAVLVRLRVVSNRNKNKAEGPQEAPKLPHKHKLSPHTILGRFFQNWGTRVASWPLTVLALSFIVVIALAAGLTFIELTTDPVELWSAPKSQARKEKSFHDEHFGPFFRTNQIFVTARNRSSYKYDSLLLGSKNFSGILSLDFLLELLELQERLRHLQVWSPEAERNISLQDICYAPLNPYNTSLSDCCVNSLLQYFQNNRTL.... The pKi is 4.9.